From a dataset of Drug-target binding data from BindingDB using IC50 measurements. Regression. Given a target protein amino acid sequence and a drug SMILES string, predict the binding affinity score between them. We predict pIC50 (pIC50 = -log10(IC50 in M); higher means more potent). Dataset: bindingdb_ic50. The target protein sequence is MAKATSGAAGLRLLLLLLLPLLGKVALGLYFSRDAYWEKLYVDQAAGTPLLYVHALRDAPEEVPSFRLGQHLYGTYRTRLHENNWICIQEDTGLLYLNRSLDHSSWEKLSVRNRGFPLLTVYLKVFLSPTSLREGECQWPGCARVYFSFFNTSFPACSSLKPRELCFPETRPSFRIRENRPPGTFHQFRLLPVQFLCPNISVAYRLLEGEGLPFRCAPDSLEVSTRWALDREQREKYELVAVCTVHAGAREEVVMVPFPVTVYDEDDSAPTFPAGVDTASAVVEFKRKEDTVVATLRVFDADVVPASGELVRRYTSTLLPGDTWAQQTFRVEHWPNETSVQANGSFVRATVHDYRLVLNRNLSISENRTMQLAVLVNDSDFQGPGAGVLLLHFNVSVLPVSLHLPSTYSLSVSRRARRFAQIGKVCVENCQAFSGINVQYKLHSSGANCSTLGVVTSAEDTSGILFVNDTKALRRPKCAELHYMVVATDQQTSRQAQAQL.... The small molecule is Cc1cc(Nc2cc(C)[nH]n2)nc(-c2ccc(C(=O)NCc3ccc(OC(F)F)cc3)nc2)n1. The pIC50 is 7.3.